Dataset: Full USPTO retrosynthesis dataset with 1.9M reactions from patents (1976-2016). Task: Predict the reactants needed to synthesize the given product. (1) Given the product [C:11]([O:15][C:16]([N:18]1[CH2:22][CH2:21][CH:20]([O:10][C:5]2[CH:4]=[CH:3][C:2]([Br:1])=[CH:9][C:6]=2[CH:7]=[O:8])[CH2:19]1)=[O:17])([CH3:14])([CH3:12])[CH3:13], predict the reactants needed to synthesize it. The reactants are: [Br:1][C:2]1[CH:9]=[C:6]([CH:7]=[O:8])[C:5]([OH:10])=[CH:4][CH:3]=1.[C:11]([O:15][C:16]([N:18]1[CH2:22][CH2:21][C@H:20](OS(C)(=O)=O)[CH2:19]1)=[O:17])([CH3:14])([CH3:13])[CH3:12].C([O-])([O-])=O.[K+].[K+]. (2) Given the product [NH2:1][C:2]1[CH:9]=[CH:8][C:5]([CH:6]=[C:12]([C:10]#[N:11])[C:13]([O:15][CH2:16][CH:17]([CH2:22][CH3:23])[CH2:18][CH2:19][CH2:20][CH3:21])=[O:14])=[CH:4][CH:3]=1, predict the reactants needed to synthesize it. The reactants are: [NH2:1][C:2]1[CH:9]=[CH:8][C:5]([CH:6]=O)=[CH:4][CH:3]=1.[C:10]([CH2:12][C:13]([O:15][CH2:16][CH:17]([CH2:22][CH3:23])[CH2:18][CH2:19][CH2:20][CH3:21])=[O:14])#[N:11].C(NCC)C.C(O)(=O)C. (3) The reactants are: [CH3:1][N:2]1[CH:6]=[C:5]([C:7]2[CH:8]=[C:9]3[C:14](=[C:15]([O:17]COCC[Si](C)(C)C)[CH:16]=2)[N:13]=[CH:12][N:11](COCC[Si](C)(C)C)[C:10]3=[O:34])[C:4]([C:35]([F:38])([F:37])[F:36])=[N:3]1. Given the product [OH:17][C:15]1[CH:16]=[C:7]([C:5]2[C:4]([C:35]([F:38])([F:37])[F:36])=[N:3][N:2]([CH3:1])[CH:6]=2)[CH:8]=[C:9]2[C:14]=1[N:13]=[CH:12][NH:11][C:10]2=[O:34], predict the reactants needed to synthesize it.